This data is from Reaction yield outcomes from USPTO patents with 853,638 reactions. The task is: Predict the reaction yield, written as a fraction of the theoretical maximum amount of product (1.0 means a 100% yield; for example, 0.34 means a 34% yield). (1) The reactants are [Br:1][C:2]1[CH:7]=[CH:6][C:5]([OH:8])=[CH:4][CH:3]=1.FC(F)(F)S(O[Si:15]([CH:22]([CH3:24])[CH3:23])([CH:19]([CH3:21])[CH3:20])[CH:16]([CH3:18])[CH3:17])(=O)=O.N1C(C)=CC=CC=1C. The catalyst is ClCCl. The product is [Br:1][C:2]1[CH:7]=[CH:6][C:5]([O:8][Si:15]([CH:22]([CH3:24])[CH3:23])([CH:19]([CH3:21])[CH3:20])[CH:16]([CH3:18])[CH3:17])=[CH:4][CH:3]=1. The yield is 0.990. (2) The reactants are C(=O)([O-])[O-].[K+].[K+].[Br:7][C:8]1[CH:13]=[CH:12][CH:11]=[CH:10][C:9]=1B(O)O.Br[C:18]1[CH:23]=[CH:22][C:21]([C:24]([CH3:27])([CH3:26])[CH3:25])=[CH:20][CH:19]=1.N#N.C1(P(C2C=CC=CC=2)C2C=CC=CC=2)C=CC=CC=1. The catalyst is C([O-])(=O)C.[Pd+2].C([O-])(=O)C.COCCOC.O. The product is [Br:7][C:8]1[CH:13]=[CH:12][CH:11]=[CH:10][C:9]=1[C:18]1[CH:23]=[CH:22][C:21]([C:24]([CH3:27])([CH3:26])[CH3:25])=[CH:20][CH:19]=1. The yield is 0.540. (3) The reactants are F[C:2]1[CH:9]=[CH:8][CH:7]=[CH:6][C:3]=1[C:4]#[N:5].[CH3:10][N:11]1[CH2:16][CH2:15][CH:14]([OH:17])[CH2:13][CH2:12]1.[H-].[Na+].O. The catalyst is O1CCOCC1. The product is [CH3:10][N:11]1[CH2:16][CH2:15][CH:14]([O:17][C:2]2[CH:9]=[CH:8][CH:7]=[CH:6][C:3]=2[C:4]#[N:5])[CH2:13][CH2:12]1. The yield is 0.310. (4) The reactants are Cl.FC1C=C(C=CC=1)CN1C=C(C2C3C(=NC=C(C4C=CC(C5CCNCC5)=CC=4)C=3)N(S(C3C=CC(C)=CC=3)(=O)=O)C=2)C=N1.[F:46][C:47]1[CH:48]=[C:49]([CH:93]=[CH:94][CH:95]=1)[CH2:50][N:51]1[CH:55]=[C:54]([C:56]2[C:64]3[C:59](=[N:60][CH:61]=[C:62]([C:65]4[CH:70]=[CH:69][C:68]([N:71]5[CH2:76][CH2:75][N:74]([CH2:77][C@@H:78]([OH:80])[CH3:79])[CH2:73][CH2:72]5)=[CH:67][C:66]=4[O:81][CH3:82])[CH:63]=3)[N:58](S(C3C=CC(C)=CC=3)(=O)=O)[CH:57]=2)[CH:53]=[N:52]1.[OH-].[Li+]. The catalyst is C1COCC1.CO.O. The product is [F:46][C:47]1[CH:48]=[C:49]([CH:93]=[CH:94][CH:95]=1)[CH2:50][N:51]1[CH:55]=[C:54]([C:56]2[C:64]3[C:59](=[N:60][CH:61]=[C:62]([C:65]4[CH:70]=[CH:69][C:68]([N:71]5[CH2:76][CH2:75][N:74]([CH2:77][C@@H:78]([OH:80])[CH3:79])[CH2:73][CH2:72]5)=[CH:67][C:66]=4[O:81][CH3:82])[CH:63]=3)[NH:58][CH:57]=2)[CH:53]=[N:52]1. The yield is 0.290. (5) The reactants are [NH:1]1[CH2:6][CH2:5][O:4][CH2:3][CH2:2]1.C(N(C(C)C)CC)(C)C.[S:16]1[CH:20]=[CH:19][CH:18]=[C:17]1[C:21](Cl)=[O:22]. The catalyst is ClCCl. The product is [S:16]1[CH:20]=[CH:19][CH:18]=[C:17]1[C:21]([N:1]1[CH2:6][CH2:5][O:4][CH2:3][CH2:2]1)=[O:22]. The yield is 0.650. (6) The reactants are Br[C:2]1[CH:7]=[C:6]([C:8]([CH3:11])([CH3:10])[CH3:9])[C:5]([N+:12]([O-:14])=[O:13])=[CH:4][C:3]=1[NH2:15].CCN(CC)CC.[CH3:23][Si:24]([C:27]#[CH:28])([CH3:26])[CH3:25]. The catalyst is C1(C)C=CC=CC=1.O.Cl[Pd](Cl)([P](C1C=CC=CC=1)(C1C=CC=CC=1)C1C=CC=CC=1)[P](C1C=CC=CC=1)(C1C=CC=CC=1)C1C=CC=CC=1.[Cu]I. The product is [C:8]([C:6]1[C:5]([N+:12]([O-:14])=[O:13])=[CH:4][C:3]([NH:15][C:28]#[C:27][Si:24]([CH3:26])([CH3:25])[CH3:23])=[CH:2][CH:7]=1)([CH3:11])([CH3:10])[CH3:9]. The yield is 0.810.